This data is from Forward reaction prediction with 1.9M reactions from USPTO patents (1976-2016). The task is: Predict the product of the given reaction. (1) The product is: [CH:3]1([C:9](=[O:17])[CH:10]=[CH:25][C:24]2[C:19]([F:18])=[N:20][CH:21]=[CH:22][C:23]=2[C:27]2[N:28]=[CH:29][N:30]([C:32]([C:39]3[CH:44]=[CH:43][CH:42]=[CH:41][CH:40]=3)([C:33]3[CH:34]=[CH:35][CH:36]=[CH:37][CH:38]=3)[C:45]3[CH:50]=[CH:49][CH:48]=[CH:47][CH:46]=3)[CH:31]=2)[CH2:8][CH2:7][CH2:6][CH2:5][CH2:4]1. Given the reactants [H-].[Na+].[CH:3]1([C:9](=[O:17])[CH2:10]P(=O)(OC)OC)[CH2:8][CH2:7][CH2:6][CH2:5][CH2:4]1.[F:18][C:19]1[C:24]([CH:25]=O)=[C:23]([C:27]2[N:28]=[CH:29][N:30]([C:32]([C:45]3[CH:50]=[CH:49][CH:48]=[CH:47][CH:46]=3)([C:39]3[CH:44]=[CH:43][CH:42]=[CH:41][CH:40]=3)[C:33]3[CH:38]=[CH:37][CH:36]=[CH:35][CH:34]=3)[CH:31]=2)[CH:22]=[CH:21][N:20]=1, predict the reaction product. (2) Given the reactants [NH2:1][C:2]1[CH:3]=[C:4]([C:8]2[C:12]3[O:13][C:14]([N:18]4[CH2:23][CH2:22][O:21][CH2:20][CH2:19]4)=[CH:15][C:16](=[O:17])[C:11]=3[S:10][CH:9]=2)[CH:5]=[CH:6][CH:7]=1.[Cl:24][C:25]1[CH:30]=[CH:29][C:28]([N:31]=[C:32]=[O:33])=[CH:27][C:26]=1[C:34]([F:37])([F:36])[F:35].CO, predict the reaction product. The product is: [Cl:24][C:25]1[CH:30]=[CH:29][C:28]([NH:31][C:32]([NH:1][C:2]2[CH:7]=[CH:6][CH:5]=[C:4]([C:8]3[C:12]4[O:13][C:14]([N:18]5[CH2:23][CH2:22][O:21][CH2:20][CH2:19]5)=[CH:15][C:16](=[O:17])[C:11]=4[S:10][CH:9]=3)[CH:3]=2)=[O:33])=[CH:27][C:26]=1[C:34]([F:35])([F:36])[F:37]. (3) The product is: [Br:1][C:2]1[CH:10]=[CH:9][C:5]([C:6]([NH:22][CH2:11][C:12]2[CH:21]=[CH:20][C:17]([O:18][CH3:19])=[C:14]([O:15][CH3:16])[CH:13]=2)=[O:8])=[CH:4][N:3]=1. Given the reactants [Br:1][C:2]1[CH:10]=[CH:9][C:5]([C:6]([OH:8])=O)=[CH:4][N:3]=1.[CH2:11]([NH2:22])[C:12]1[CH:21]=[CH:20][C:17]([O:18][CH3:19])=[C:14]([O:15][CH3:16])[CH:13]=1.ON1C2C=CC=CC=2N=N1, predict the reaction product.